From a dataset of Forward reaction prediction with 1.9M reactions from USPTO patents (1976-2016). Predict the product of the given reaction. (1) Given the reactants F[C:2]1[CH:3]=[C:4]2[C:9](=[CH:10][C:11]=1[N+:12]([O-:14])=[O:13])[NH:8][C:7](=[O:15])[N:6]([NH:16][S:17]([CH3:20])(=[O:19])=[O:18])[C:5]2=[O:21].[N:22]1([CH2:28][CH2:29][NH2:30])[CH2:27][CH2:26][O:25][CH2:24][CH2:23]1, predict the reaction product. The product is: [N:22]1([CH2:28][CH2:29][NH:30][C:2]2[CH:3]=[C:4]3[C:9](=[CH:10][C:11]=2[N+:12]([O-:14])=[O:13])[NH:8][C:7](=[O:15])[N:6]([NH:16][S:17]([CH3:20])(=[O:19])=[O:18])[C:5]3=[O:21])[CH2:27][CH2:26][O:25][CH2:24][CH2:23]1. (2) Given the reactants Br[C:2]1[C:3]([F:23])=[C:4]([N:8]([CH2:20][O:21][CH3:22])[S:9]([C:12]2[CH:17]=[C:16]([F:18])[CH:15]=[CH:14][C:13]=2[F:19])(=[O:11])=[O:10])[CH:5]=[CH:6][CH:7]=1.[O:24]1[CH2:29][CH2:28][CH2:27][CH2:26][CH:25]1[N:30]1[C:34](B2OC(C)(C)C(C)(C)O2)=[CH:33][CH:32]=[N:31]1.C(=O)([O-])[O-].[Cs+].[Cs+].O, predict the reaction product. The product is: [F:19][C:13]1[CH:14]=[CH:15][C:16]([F:18])=[CH:17][C:12]=1[S:9]([N:8]([C:4]1[CH:5]=[CH:6][CH:7]=[C:2]([C:34]2[N:30]([CH:25]3[CH2:26][CH2:27][CH2:28][CH2:29][O:24]3)[N:31]=[CH:32][CH:33]=2)[C:3]=1[F:23])[CH2:20][O:21][CH3:22])(=[O:11])=[O:10].